This data is from Forward reaction prediction with 1.9M reactions from USPTO patents (1976-2016). The task is: Predict the product of the given reaction. (1) Given the reactants Cl.[Cl:2][C:3]1[CH:8]=[CH:7][CH:6]=[C:5]([Cl:9])[C:4]=1[C:10]([NH:12][C:13]1[CH:24]=[CH:23][C:16]([CH2:17][C@@H:18]([C:20]([OH:22])=[O:21])[NH2:19])=[CH:15][CH:14]=1)=[O:11].[CH:25]1[C:37]2[CH:36]([CH2:38][O:39][C:40](ON3C(=O)CCC3=O)=[O:41])[C:35]3[C:30](=[CH:31][CH:32]=[CH:33][CH:34]=3)[C:29]=2[CH:28]=[CH:27][CH:26]=1.C(=O)([O-])[O-].[Na+].[Na+].O1CCOCC1, predict the reaction product. The product is: [Cl:2][C:3]1[CH:8]=[CH:7][CH:6]=[C:5]([Cl:9])[C:4]=1[C:10]([NH:12][C:13]1[CH:24]=[CH:23][C:16]([CH2:17][C@@H:18]([C:20]([OH:22])=[O:21])[NH:19][C:40]([O:39][CH2:38][CH:36]2[C:35]3[CH:34]=[CH:33][CH:32]=[CH:31][C:30]=3[C:29]3[C:37]2=[CH:25][CH:26]=[CH:27][CH:28]=3)=[O:41])=[CH:15][CH:14]=1)=[O:11]. (2) Given the reactants [CH2:1]([NH2:4])[CH2:2][NH2:3].[F:5][C:6]1[CH:14]=[C:13]([F:15])[C:12]([F:16])=[CH:11][C:7]=1[C:8](Cl)=O.[C:17](#[N:19])C, predict the reaction product. The product is: [F:5][C:6]1[CH:14]=[C:13]([F:15])[C:12]([F:16])=[CH:11][C:7]=1[CH2:8][N:3]1[CH2:2][CH2:1][N:4]([CH2:8][C:7]2[CH:11]=[C:12]([F:16])[C:13]([F:15])=[CH:14][C:6]=2[F:5])[C:17]1=[NH:19]. (3) Given the reactants Br.Br.[CH2:3]([N:10]1[CH2:15][C@@H:14]2[CH2:16][C@H:11]1[CH2:12][NH:13]2)[C:4]1[CH:9]=[CH:8][CH:7]=[CH:6][CH:5]=1.[F:17][C:18]1[CH:19]=[C:20]([N+:25]([O-:27])=[O:26])[CH:21]=[CH:22][C:23]=1F.N12CCCN=C1CCCCC2, predict the reaction product. The product is: [CH2:3]([N:10]1[CH2:15][C@@H:14]2[CH2:16][C@H:11]1[CH2:12][N:13]2[C:23]1[CH:22]=[CH:21][C:20]([N+:25]([O-:27])=[O:26])=[CH:19][C:18]=1[F:17])[C:4]1[CH:5]=[CH:6][CH:7]=[CH:8][CH:9]=1. (4) Given the reactants [CH2:1]([C:3]1[S:4][C:5]([C:13]2[CH:18]=[CH:17][C:16]([C:19]([F:22])([F:21])[F:20])=[CH:15][CH:14]=2)=[CH:6][C:7]=1[C:8](OCC)=[O:9])[CH3:2].[H-].[Al+3].[Li+].[H-].[H-].[H-].O, predict the reaction product. The product is: [CH2:1]([C:3]1[S:4][C:5]([C:13]2[CH:18]=[CH:17][C:16]([C:19]([F:22])([F:20])[F:21])=[CH:15][CH:14]=2)=[CH:6][C:7]=1[CH:8]=[O:9])[CH3:2]. (5) Given the reactants [N+:1]([C:4]1[CH:5]=[C:6]2[C:27](=[CH:28][CH:29]=1)[CH2:26][C:8]1([C:16]3[C:11](=[N:12][CH:13]=[CH:14][CH:15]=3)[N:10]([CH2:17][O:18][CH2:19][CH2:20][Si:21]([CH3:24])([CH3:23])[CH3:22])[C:9]1=[O:25])[CH2:7]2)([O-])=O, predict the reaction product. The product is: [NH2:1][C:4]1[CH:5]=[C:6]2[C:27](=[CH:28][CH:29]=1)[CH2:26][C@@:8]1([C:16]3[C:11](=[N:12][CH:13]=[CH:14][CH:15]=3)[N:10]([CH2:17][O:18][CH2:19][CH2:20][Si:21]([CH3:22])([CH3:23])[CH3:24])[C:9]1=[O:25])[CH2:7]2. (6) Given the reactants [CH3:1][O:2][C@@H:3]([C@@H:22]1[CH2:26][CH2:25][CH2:24][N:23]1[C:27]([O:29][C:30]([CH3:33])([CH3:32])[CH3:31])=[O:28])[C@@H:4]([CH3:21])[C:5](=O)[NH:6][C@H:7]([C:15]1[S:16][CH:17]=[CH:18][N:19]=1)[CH2:8][C:9]1[CH:14]=[CH:13][CH:12]=[CH:11][CH:10]=1.COC1C=CC(P2(=S)SP(C3C=CC(OC)=CC=3)(=S)[S:43]2)=CC=1, predict the reaction product. The product is: [CH3:1][O:2][C@@H:3]([C@@H:22]1[CH2:26][CH2:25][CH2:24][N:23]1[C:27]([O:29][C:30]([CH3:33])([CH3:32])[CH3:31])=[O:28])[C@@H:4]([CH3:21])[C:5]([NH:6][C@H:7]([C:15]1[S:16][CH:17]=[CH:18][N:19]=1)[CH2:8][C:9]1[CH:14]=[CH:13][CH:12]=[CH:11][CH:10]=1)=[S:43]. (7) The product is: [CH3:27][C:26]1[C:21]([N:18]2[CH2:19][CH2:20][N:15]([C:13]([C:5]3[CH:4]=[CH:3][C:2]([N:31]4[CH2:32][CH2:33][O:29][C:30]4=[O:34])=[CH:7][C:6]=3[NH:8][S:9]([CH3:12])(=[O:11])=[O:10])=[O:14])[CH2:16][CH2:17]2)=[N:22][CH:23]=[C:24]([CH3:28])[CH:25]=1. Given the reactants Br[C:2]1[CH:3]=[CH:4][C:5]([C:13]([N:15]2[CH2:20][CH2:19][N:18]([C:21]3[C:26]([CH3:27])=[CH:25][C:24]([CH3:28])=[CH:23][N:22]=3)[CH2:17][CH2:16]2)=[O:14])=[C:6]([NH:8][S:9]([CH3:12])(=[O:11])=[O:10])[CH:7]=1.[O:29]1[CH2:33][CH2:32][NH:31][C:30]1=[O:34], predict the reaction product. (8) Given the reactants [Cl:1][C:2]1[N:7]=[CH:6][N:5]=[C:4]([C:8](OC)=[O:9])[CH:3]=1.O1CCCC1.[BH4-].[Na+], predict the reaction product. The product is: [Cl:1][C:2]1[N:7]=[CH:6][N:5]=[C:4]([CH2:8][OH:9])[CH:3]=1.